From a dataset of Forward reaction prediction with 1.9M reactions from USPTO patents (1976-2016). Predict the product of the given reaction. (1) Given the reactants [N+:1]([C:4]1[CH:5]=[C:6]([CH2:10][CH2:11][N:12]2[CH2:17][CH2:16][CH2:15][CH2:14][CH2:13]2)[CH:7]=[CH:8][CH:9]=1)([O-])=O.[H][H], predict the reaction product. The product is: [N:12]1([CH2:11][CH2:10][C:6]2[CH:5]=[C:4]([NH2:1])[CH:9]=[CH:8][CH:7]=2)[CH2:17][CH2:16][CH2:15][CH2:14][CH2:13]1. (2) Given the reactants [CH2:1]1[CH:9]2[CH:4]([CH:5]3[CH2:10][CH:8]2[CH2:7][CH:6]3[NH:11][C:12](=[O:18])[O:13][C:14]([CH3:17])([CH3:16])[CH3:15])[CH:3]=[CH:2]1.C1C2C(C3CC2CC3NC(=O)[O:31]C(C)(C)C)CC=1, predict the reaction product. The product is: [OH:31][CH:2]1[CH2:3][CH:4]2[CH:9]([CH:8]3[CH2:10][CH:5]2[CH:6]([NH:11][C:12](=[O:18])[O:13][C:14]([CH3:15])([CH3:17])[CH3:16])[CH2:7]3)[CH2:1]1. (3) The product is: [O:25]1[C:29]2[CH:30]=[CH:31][C:32]([C:4]3[C:3]([F:13])=[C:2]([Cl:1])[C:11]4[C:6](=[CH:7][CH:8]=[CH:9][CH:10]=4)[N:5]=3)=[CH:33][C:28]=2[O:27][CH2:26]1. Given the reactants [Cl:1][C:2]1[C:11]2[C:6](=[CH:7][CH:8]=[CH:9][CH:10]=2)[N:5]=[C:4](I)[C:3]=1[F:13].C(O)CCC.C(=O)([O-])[O-].[Cs+].[Cs+].[O:25]1[C:29]2[CH:30]=[CH:31][C:32](B(O)O)=[CH:33][C:28]=2[O:27][CH2:26]1, predict the reaction product. (4) Given the reactants [Br:1][C:2]1[CH:11]=[CH:10][C:5]([C:6]([O:8][CH3:9])=[O:7])=[CH:4][C:3]=1[C:12](OC)=[O:13].[H-].C([Al+]CC(C)C)C(C)C.CO, predict the reaction product. The product is: [Br:1][C:2]1[CH:11]=[CH:10][C:5]([C:6]([O:8][CH3:9])=[O:7])=[CH:4][C:3]=1[CH2:12][OH:13]. (5) The product is: [F:52][C:53]1[CH:54]=[CH:55][CH:56]=[C:57]2[C:61]=1[N:60]([C:62]1[N:66]=[C:65]([C:67]3([OH:79])[CH2:68][CH2:69][N:70]([CH:73]4[CH2:74][CH2:75][N:76]([C:3](=[O:5])[CH3:2])[CH2:77][CH2:78]4)[CH2:71][CH2:72]3)[O:64][N:63]=1)[N:59]=[C:58]2[CH:80]([CH3:82])[CH3:81]. Given the reactants F[C:2](F)(F)[C:3]([OH:5])=O.FC(F)(F)C(O)=O.C(C1C2C(=CC=CC=2)N(C2N=C(C3CCN(CCC4CCNCC4)CC3)ON=2)N=1)C.ClC(OC)=O.Cl.Cl.[F:52][C:53]1[CH:54]=[CH:55][CH:56]=[C:57]2[C:61]=1[N:60]([C:62]1[N:66]=[C:65]([C:67]3([OH:79])[CH2:72][CH2:71][N:70]([CH:73]4[CH2:78][CH2:77][NH:76][CH2:75][CH2:74]4)[CH2:69][CH2:68]3)[O:64][N:63]=1)[N:59]=[C:58]2[CH:80]([CH3:82])[CH3:81].C(Cl)(=O)C, predict the reaction product. (6) Given the reactants [CH2:1]([O:3][C:4]1[CH:9]=[CH:8][CH:7]=[C:6]([F:10])[C:5]=1[F:11])[CH3:2].C([Li])(CC)C.[O:17]1[C:21]2([CH2:26][CH2:25][C:24](=O)[CH2:23][CH2:22]2)[O:20][CH2:19][CH2:18]1.[Cl-].[NH4+], predict the reaction product. The product is: [F:10][C:6]1[C:5]([F:11])=[C:4]([O:3][CH2:1][CH3:2])[CH:9]=[CH:8][C:7]=1[CH:24]1[CH2:25][CH2:26][C:21]2([O:20][CH2:19][CH2:18][O:17]2)[CH2:22][CH2:23]1. (7) Given the reactants [O:1]=[O+][O-].[CH2:4]([N:7]([C:24]([O:26][C:27]([CH3:30])([CH3:29])[CH3:28])=[O:25])[CH:8]1[CH2:13][CH2:12][N:11]([C:14]([O:16][CH2:17][C:18]2[CH:23]=[CH:22][CH:21]=[CH:20][CH:19]=2)=[O:15])[CH2:10][CH2:9]1)[CH:5]=C.CSC, predict the reaction product. The product is: [C:27]([O:26][C:24]([N:7]([CH2:4][CH:5]=[O:1])[CH:8]1[CH2:13][CH2:12][N:11]([C:14]([O:16][CH2:17][C:18]2[CH:19]=[CH:20][CH:21]=[CH:22][CH:23]=2)=[O:15])[CH2:10][CH2:9]1)=[O:25])([CH3:29])([CH3:30])[CH3:28]. (8) Given the reactants [C:1]([O:5][C:6]([NH:8][C:9]1([C:15]([OH:17])=[O:16])[CH2:14][CH2:13][NH:12][CH2:11][CH2:10]1)=[O:7])([CH3:4])([CH3:3])[CH3:2].Cl[C:19]1[N:24]=[CH:23][C:22]([B:25]([OH:27])[OH:26])=[CH:21][N:20]=1, predict the reaction product. The product is: [B:25]([C:22]1[CH:21]=[N:20][C:19]([N:12]2[CH2:13][CH2:14][C:9]([NH:8][C:6]([O:5][C:1]([CH3:4])([CH3:2])[CH3:3])=[O:7])([C:15]([OH:17])=[O:16])[CH2:10][CH2:11]2)=[N:24][CH:23]=1)([OH:27])[OH:26]. (9) Given the reactants [NH2:1][C:2]1[C:7]([OH:8])=[CH:6][CH:5]=[CH:4][N:3]=1.CCO[C:12]([S-:14])=S.[K+].[CH3:16]CO, predict the reaction product. The product is: [CH3:16][S:14][C:12]1[O:8][C:7]2[C:2]([N:1]=1)=[N:3][CH:4]=[CH:5][CH:6]=2.